The task is: Predict the product of the given reaction.. This data is from Forward reaction prediction with 1.9M reactions from USPTO patents (1976-2016). (1) Given the reactants [Si:1]([O:8][C:9]1[CH:10]=[C:11]([CH:14]=[CH:15][CH:16]=1)[CH:12]=O)([C:4]([CH3:7])([CH3:6])[CH3:5])([CH3:3])[CH3:2].Cl.[NH2:18][C:19]1([C:22]([O:24][CH2:25][CH3:26])=[O:23])[CH2:21][CH2:20]1, predict the reaction product. The product is: [Si:1]([O:8][C:9]1[CH:10]=[C:11]([CH:14]=[CH:15][CH:16]=1)[CH2:12][NH:18][C:19]1([C:22]([O:24][CH2:25][CH3:26])=[O:23])[CH2:21][CH2:20]1)([C:4]([CH3:7])([CH3:6])[CH3:5])([CH3:3])[CH3:2]. (2) Given the reactants C(OC([N:8]1[CH2:13][CH2:12][CH:11]([C:14]2[CH:19]=[CH:18][C:17]([C:20]3[CH:28]=[CH:27][C:23]4[O:24][CH2:25][O:26][C:22]=4[CH:21]=3)=[CH:16][N:15]=2)[CH2:10][CH2:9]1)=O)(C)(C)C.C(O)(C(F)(F)F)=O.O.[OH-].[Na+], predict the reaction product. The product is: [O:24]1[C:23]2[CH:27]=[CH:28][C:20]([C:17]3[CH:18]=[CH:19][C:14]([CH:11]4[CH2:12][CH2:13][NH:8][CH2:9][CH2:10]4)=[N:15][CH:16]=3)=[CH:21][C:22]=2[O:26][CH2:25]1. (3) Given the reactants C([O:3][C:4](=O)[C:5]1[CH:10]=[CH:9][C:8]([C:11]2[CH:16]=[CH:15][C:14]([C:17]([F:20])([F:19])[F:18])=[CH:13][CH:12]=2)=[N:7][C:6]=1[CH:21]1[CH2:23][CH2:22]1)C.CC(C[AlH]CC(C)C)C, predict the reaction product. The product is: [CH:21]1([C:6]2[C:5]([CH2:4][OH:3])=[CH:10][CH:9]=[C:8]([C:11]3[CH:12]=[CH:13][C:14]([C:17]([F:20])([F:18])[F:19])=[CH:15][CH:16]=3)[N:7]=2)[CH2:23][CH2:22]1.